This data is from Catalyst prediction with 721,799 reactions and 888 catalyst types from USPTO. The task is: Predict which catalyst facilitates the given reaction. (1) Reactant: [F:1][C:2]1[CH:3]=[C:4]2[C:8](=[C:9]([N+:11]([O-])=O)[CH:10]=1)[NH:7][C:6](=[O:14])[CH2:5]2. Product: [NH2:11][C:9]1[CH:10]=[C:2]([F:1])[CH:3]=[C:4]2[C:8]=1[NH:7][C:6](=[O:14])[CH2:5]2. The catalyst class is: 285. (2) Reactant: [F:1][C:2]1[CH:7]=[CH:6][C:5]([N:8]2[C:12]([CH3:13])=[CH:11][C:10]([C:14]([OH:16])=O)=[C:9]2[CH3:17])=[CH:4][CH:3]=1.N=C=N.Cl.[NH2:22][CH2:23][C:24]1[CH:32]=[CH:31][C:27]([C:28]([NH2:30])=[NH:29])=[CH:26][CH:25]=1.C1C=CC2N(O)N=NC=2C=1.C(N(C(C)C)CC)(C)C. Product: [C:28]([C:27]1[CH:31]=[CH:32][C:24]([CH2:23][NH:22][C:14]([C:10]2[CH:11]=[C:12]([CH3:13])[N:8]([C:5]3[CH:4]=[CH:3][C:2]([F:1])=[CH:7][CH:6]=3)[C:9]=2[CH3:17])=[O:16])=[CH:25][CH:26]=1)(=[NH:29])[NH2:30]. The catalyst class is: 583.